This data is from Catalyst prediction with 721,799 reactions and 888 catalyst types from USPTO. The task is: Predict which catalyst facilitates the given reaction. (1) Reactant: [Cl:1][C:2]1[C:9]([NH:10][C:11]2[N:15]([CH3:16])[C:14]3[CH:17]=[C:18]([N:22]4[CH2:27][CH2:26][CH:25]([C:28]([F:31])([F:30])[F:29])[CH2:24][CH2:23]4)[C:19]([Cl:21])=[CH:20][C:13]=3[N:12]=2)=[CH:8][C:5]([CH2:6][NH2:7])=[C:4]([F:32])[CH:3]=1.[F:33][C:34]([F:42])([F:41])[C:35]1([C:38](O)=[O:39])[CH2:37][CH2:36]1.CN(C(ON1N=NC2C=CC=CC1=2)=[N+](C)C)C.F[P-](F)(F)(F)(F)F. Product: [Cl:1][C:2]1[C:9]([NH:10][C:11]2[N:15]([CH3:16])[C:14]3[CH:17]=[C:18]([N:22]4[CH2:27][CH2:26][CH:25]([C:28]([F:30])([F:29])[F:31])[CH2:24][CH2:23]4)[C:19]([Cl:21])=[CH:20][C:13]=3[N:12]=2)=[CH:8][C:5]([CH2:6][NH:7][C:38]([C:35]2([C:34]([F:42])([F:41])[F:33])[CH2:37][CH2:36]2)=[O:39])=[C:4]([F:32])[CH:3]=1. The catalyst class is: 3. (2) Reactant: [FH:1].[FH:2].F.C(N(CC)CC)C.[C:11]([CH:16]1[CH2:21][CH2:20][C:19](=O)[CH2:18][CH2:17]1)([O:13][CH2:14][CH3:15])=[O:12]. Product: [C:11]([CH:16]1[CH2:21][CH2:20][C:19]([F:2])([F:1])[CH2:18][CH2:17]1)([O:13][CH2:14][CH3:15])=[O:12]. The catalyst class is: 4. (3) Reactant: C([O:8][C:9]([C:11]1[N:12]=[C:13]([C:19]2[CH:24]=[CH:23][CH:22]=[CH:21][CH:20]=2)[O:14][C:15]=1[CH:16]([CH3:18])[CH3:17])=[O:10])C1C=CC=CC=1.O1CCCC1.CO.[H-].[OH-].[Li+]. Product: [CH:16]([C:15]1[O:14][C:13]([C:19]2[CH:20]=[CH:21][CH:22]=[CH:23][CH:24]=2)=[N:12][C:11]=1[C:9]([OH:10])=[O:8])([CH3:18])[CH3:17]. The catalyst class is: 6. (4) Reactant: [CH3:1][C:2]1[CH:3]=[CH:4][CH:5]=[C:6]2[C:11]=1[CH:10]([C:12](O)=[O:13])[CH2:9][CH2:8][CH2:7]2.ClCCl. Product: [CH3:1][C:2]1[CH:3]=[CH:4][CH:5]=[C:6]2[C:11]=1[CH:10]([CH2:12][OH:13])[CH2:9][CH2:8][CH2:7]2. The catalyst class is: 7. (5) Reactant: [H-].[Na+].[C:3]([NH2:12])(=[O:11])[C:4]1[C:5](=[CH:7][CH:8]=[CH:9][CH:10]=1)[OH:6].Cl[C:14]1[C:23]2[C:18](=[CH:19][CH:20]=[C:21]([O:24][CH2:25][CH3:26])[CH:22]=2)[N:17]=[C:16]([C:27]2[CH:28]=[N:29][CH:30]=[CH:31][CH:32]=2)[N:15]=1.O. Product: [CH2:25]([O:24][C:21]1[CH:22]=[C:23]2[C:18](=[CH:19][CH:20]=1)[N:17]=[C:16]([C:27]1[CH:28]=[N:29][CH:30]=[CH:31][CH:32]=1)[N:15]=[C:14]2[O:6][C:5]1[CH:7]=[CH:8][CH:9]=[CH:10][C:4]=1[C:3]([NH2:12])=[O:11])[CH3:26]. The catalyst class is: 3. (6) Reactant: [NH2:1][C:2]1[CH:7]=[CH:6][C:5]([N:8]([CH2:16][CH3:17])C(=O)OC(C)(C)C)=[CH:4][C:3]=1[N+:18]([O-:20])=[O:19]. Product: [CH2:16]([NH:8][C:5]1[CH:6]=[CH:7][C:2]([NH2:1])=[C:3]([N+:18]([O-:20])=[O:19])[CH:4]=1)[CH3:17]. The catalyst class is: 89. (7) Reactant: [CH3:1][C:2]1[CH:7]=[CH:6][N:5]=[C:4]([CH2:8]O)[CH:3]=1.S(Cl)([Cl:12])=O. Product: [Cl:12][CH2:8][C:4]1[CH:3]=[C:2]([CH3:1])[CH:7]=[CH:6][N:5]=1. The catalyst class is: 2. (8) Reactant: [Br:1][C:2]1[NH:3][C:4]2[C:9]([C:10]=1[CH:11]=O)=[CH:8][CH:7]=[CH:6][CH:5]=2.C(#N)[CH:14]([CH2:16][C:17]#[N:18])O.[NH:20]1CCCCC1. Product: [Br:1][C:2]1[NH:3][C:4]2[C:9]([C:10]=1[CH:11]=[C:16]([C:14]#[N:20])[C:17]#[N:18])=[CH:8][CH:7]=[CH:6][CH:5]=2. The catalyst class is: 8. (9) Reactant: [Br:1][C:2]1[CH:7]=[CH:6][CH:5]=[CH:4][C:3]=1I.[CH2:9]([OH:14])[C:10]([CH3:13])([CH3:12])[CH3:11].N1C2C(=CC=C3C=2N=CC=C3)C=CC=1.C(=O)([O-])[O-].[Cs+].[Cs+]. Product: [Br:1][C:2]1[CH:7]=[CH:6][CH:5]=[CH:4][C:3]=1[O:14][CH2:9][C:10]([CH3:13])([CH3:12])[CH3:11]. The catalyst class is: 205.